From a dataset of Catalyst prediction with 721,799 reactions and 888 catalyst types from USPTO. Predict which catalyst facilitates the given reaction. Reactant: [F:1][CH:2]([F:18])[C:3]1[N:4]=[C:5]([C:10]2[CH:15]=[CH:14][C:13]([O:16][CH3:17])=[CH:12][CH:11]=2)[S:6][C:7]=1[CH2:8]O.C(N(CC)CC)C.CS([Cl:30])(=O)=O. Product: [Cl:30][CH2:8][C:7]1[S:6][C:5]([C:10]2[CH:15]=[CH:14][C:13]([O:16][CH3:17])=[CH:12][CH:11]=2)=[N:4][C:3]=1[CH:2]([F:18])[F:1]. The catalyst class is: 4.